From a dataset of Full USPTO retrosynthesis dataset with 1.9M reactions from patents (1976-2016). Predict the reactants needed to synthesize the given product. (1) Given the product [CH3:3][O:4][C:5]1[CH:29]=[CH:28][CH:27]=[CH:26][C:6]=1[O:7][C:8]1[CH:25]=[CH:24][CH:23]=[CH:22][C:9]=1[CH2:10][N:11]1[CH2:12][CH2:13][C:14]2([CH2:17][CH2:18][N:19]([C:30]([C:31]3[CH:32]=[N+:33]([O-:37])[CH:34]=[CH:35][CH:36]=3)=[O:38])[CH2:20][CH2:21]2)[CH2:15][CH2:16]1, predict the reactants needed to synthesize it. The reactants are: Cl.Cl.[CH3:3][O:4][C:5]1[CH:29]=[CH:28][CH:27]=[CH:26][C:6]=1[O:7][C:8]1[CH:25]=[CH:24][CH:23]=[CH:22][C:9]=1[CH2:10][N:11]1[CH2:16][CH2:15][C:14]2([CH2:21][CH2:20][NH:19][CH2:18][CH2:17]2)[CH2:13][CH2:12]1.[C:30](O)(=[O:38])[C:31]1[CH:36]=[CH:35][CH:34]=[N+:33]([O-:37])[CH:32]=1. (2) Given the product [CH3:23][NH:24][CH2:1][C:3]1[CH:4]=[C:5]2[C:9](=[CH:10][CH:11]=1)[NH:8][C:7]([C:12]([NH2:14])=[O:13])=[C:6]2[S:15][C:16]1[CH:21]=[CH:20][CH:19]=[CH:18][CH:17]=1, predict the reactants needed to synthesize it. The reactants are: [CH:1]([C:3]1[CH:4]=[C:5]2[C:9](=[CH:10][CH:11]=1)[NH:8][C:7]([C:12]([NH2:14])=[O:13])=[C:6]2[S:15][C:16]1[CH:21]=[CH:20][CH:19]=[CH:18][CH:17]=1)=O.Cl.[CH3:23][NH2:24]. (3) Given the product [F:38][C@@H:2]1[CH2:6][N:5]([CH2:7][C:8]2[CH:13]=[CH:12][CH:11]=[C:10]([C:14]([F:17])([F:16])[F:15])[CH:9]=2)[C@@H:4]([C:18]([O:20][CH2:21][C:22]2[CH:27]=[CH:26][CH:25]=[C:24]([C:28]([F:31])([F:30])[F:29])[CH:23]=2)=[O:19])[CH2:3]1, predict the reactants needed to synthesize it. The reactants are: O[C@H:2]1[CH2:6][N:5]([CH2:7][C:8]2[CH:13]=[CH:12][CH:11]=[C:10]([C:14]([F:17])([F:16])[F:15])[CH:9]=2)[C@@H:4]([C:18]([O:20][CH2:21][C:22]2[CH:27]=[CH:26][CH:25]=[C:24]([C:28]([F:31])([F:30])[F:29])[CH:23]=2)=[O:19])[CH2:3]1.CCN(S(F)(F)[F:38])CC. (4) Given the product [C:16]1([S:22]([NH:1][C:2]2[CH:11]=[CH:10][C:9]3[N:8]=[CH:7][CH:6]=[CH:5][C:4]=3[C:3]=2[C:12]([O:14][CH3:15])=[O:13])(=[O:24])=[O:23])[CH:21]=[CH:20][CH:19]=[CH:18][CH:17]=1, predict the reactants needed to synthesize it. The reactants are: [NH2:1][C:2]1[CH:11]=[CH:10][C:9]2[N:8]=[CH:7][CH:6]=[CH:5][C:4]=2[C:3]=1[C:12]([O:14][CH3:15])=[O:13].[C:16]1([S:22](Cl)(=[O:24])=[O:23])[CH:21]=[CH:20][CH:19]=[CH:18][CH:17]=1. (5) Given the product [C:5]1([CH2:11][CH2:12][C:13]([Cl:3])=[O:15])[CH:10]=[CH:9][CH:8]=[CH:7][CH:6]=1, predict the reactants needed to synthesize it. The reactants are: S(Cl)([Cl:3])=O.[C:5]1([CH2:11][CH2:12][C:13]([OH:15])=O)[CH:10]=[CH:9][CH:8]=[CH:7][CH:6]=1. (6) Given the product [F:1][C:2]([F:7])([F:6])[C:3]([O-:5])=[O:4].[CH2:57]([NH:64][C:18]([NH:17][C@H:16]([C:32]1[NH:33][C:34]([C:37]2[CH:46]=[CH:45][C:44]3[C:39](=[CH:40][CH:41]=[CH:42][CH:43]=3)[CH:38]=2)=[CH:35][NH+:36]=1)[CH2:15][CH2:14][CH2:13][CH2:12][CH2:11][C:10]([NH:9][CH3:8])=[O:47])=[O:19])[C:58]1[CH:63]=[CH:62][CH:61]=[CH:60][CH:59]=1, predict the reactants needed to synthesize it. The reactants are: [F:1][C:2]([F:7])([F:6])[C:3]([O-:5])=[O:4].[CH3:8][NH:9][C:10](=[O:47])[CH2:11][CH2:12][CH2:13][CH2:14][CH2:15][C@@H:16]([C:32]1[NH:33][C:34]([C:37]2[CH:46]=[CH:45][C:44]3[C:39](=[CH:40][CH:41]=[CH:42][CH:43]=3)[CH:38]=2)=[CH:35][NH+:36]=1)[NH:17][C:18](C1CCCN(C2C=CC=CN=2)C1)=[O:19].CCN(C(C)C)C(C)C.[CH2:57]([N:64]=C=O)[C:58]1[CH:63]=[CH:62][CH:61]=[CH:60][CH:59]=1. (7) The reactants are: [Br:1]CCC1C2C=CC=CC=2OC=1.[O:13]1[C:17]2[CH:18]=[CH:19][CH:20]=[CH:21][C:16]=2[C:15]([CH2:22][CH2:23][CH2:24][CH2:25]O)=[CH:14]1.C(Br)(Br)(Br)Br.C1(P(C2C=CC=CC=2)C2C=CC=CC=2)C=CC=CC=1. Given the product [Br:1][CH2:25][CH2:24][CH2:23][CH2:22][C:15]1[C:16]2[CH:21]=[CH:20][CH:19]=[CH:18][C:17]=2[O:13][CH:14]=1, predict the reactants needed to synthesize it. (8) Given the product [CH2:13]([O:12][C:9]1[CH:10]=[CH:11][C:6]([C:5]([OH:19])=[O:4])=[C:7]([N+:16]([O-:18])=[O:17])[CH:8]=1)[CH:14]=[CH2:15], predict the reactants needed to synthesize it. The reactants are: C([O:4][C:5](=[O:19])[C:6]1[CH:11]=[CH:10][C:9]([O:12][CH2:13][CH:14]=[CH2:15])=[CH:8][C:7]=1[N+:16]([O-:18])=[O:17])C=C.[OH-].[Na+].Cl. (9) Given the product [Cl:1][C:2]1[CH:3]=[CH:4][C:5]2[N:11]3[C:39]([CH:38]([F:47])[F:37])=[N:13][N:12]=[C:10]3[C@@H:9]([CH2:14][C:15]3[O:16][C:17]([CH2:20][CH2:21][C:22]([O:24][CH3:25])=[O:23])=[CH:18][N:19]=3)[O:8][C@H:7]([C:26]3[CH:31]=[CH:30][CH:29]=[C:28]([O:32][CH3:33])[C:27]=3[O:34][CH3:35])[C:6]=2[CH:36]=1, predict the reactants needed to synthesize it. The reactants are: [Cl:1][C:2]1[CH:3]=[CH:4][C:5]2[NH:11]/[C:10](=[N:12]\[NH2:13])/[C@@H:9]([CH2:14][C:15]3[O:16][C:17]([CH2:20][CH2:21][C:22]([O:24][CH3:25])=[O:23])=[CH:18][N:19]=3)[O:8][C@H:7]([C:26]3[CH:31]=[CH:30][CH:29]=[C:28]([O:32][CH3:33])[C:27]=3[O:34][CH3:35])[C:6]=2[CH:36]=1.[F:37][CH:38]([F:47])[C:39](O[C:39](=O)[CH:38]([F:47])[F:37])=O.FC(F)C(O)=O.C1(C)C=CC=CC=1. (10) Given the product [F:29][C:26]1[C:25](=[O:24])[NH:17][C:15]([C:7]2[N:8]=[C:9]([C:10]3[CH:14]=[CH:13][O:12][N:11]=3)[N:5]([CH2:4][C:3]3[CH:18]=[CH:19][CH:20]=[CH:21][C:2]=3[F:1])[N:6]=2)=[N:16][CH:27]=1, predict the reactants needed to synthesize it. The reactants are: [F:1][C:2]1[CH:21]=[CH:20][CH:19]=[CH:18][C:3]=1[CH2:4][N:5]1[C:9]([C:10]2[CH:14]=[CH:13][O:12][N:11]=2)=[N:8][C:7]([C:15](=[NH:17])[NH2:16])=[N:6]1.C([O:24][C:25](=O)/[C:26](/[F:29])=[CH:27]/[O-])C.[Na+].Cl.